This data is from Full USPTO retrosynthesis dataset with 1.9M reactions from patents (1976-2016). The task is: Predict the reactants needed to synthesize the given product. (1) Given the product [Cl:32][C:33]1[CH:34]=[CH:35][C:36]([N:20]2[CH2:19][CH:18]([CH2:21][O:22][CH3:23])[O:17][C:16]3[CH:24]=[C:12]([S:9]([N:8]([CH2:7][C:6]4[CH:5]=[CH:4][C:3]([O:2][CH3:1])=[CH:31][CH:30]=4)[C:25]4[S:26][CH:27]=[CH:28][N:29]=4)(=[O:11])=[O:10])[CH:13]=[CH:14][C:15]2=3)=[C:37]([C:38]#[N:39])[CH:40]=1, predict the reactants needed to synthesize it. The reactants are: [CH3:1][O:2][C:3]1[CH:31]=[CH:30][C:6]([CH2:7][N:8]([C:25]2[S:26][CH:27]=[CH:28][N:29]=2)[S:9]([C:12]2[CH:13]=[CH:14][C:15]3[NH:20][CH2:19][CH:18]([CH2:21][O:22][CH3:23])[O:17][C:16]=3[CH:24]=2)(=[O:11])=[O:10])=[CH:5][CH:4]=1.[Cl:32][C:33]1[CH:34]=[CH:35][C:36](F)=[C:37]([CH:40]=1)[C:38]#[N:39].C([O-])([O-])=O.[Cs+].[Cs+]. (2) Given the product [CH:33]([O:20][C:18]1[CH:19]=[C:14]([CH2:13][CH2:12][NH:11][C:4]2[C:5]3[C:10](=[N:9][CH:8]=[CH:7][N:6]=3)[N:1]=[CH:2][N:3]=2)[CH:15]=[CH:16][C:17]=1[O:21][C:22]1[CH:27]=[C:26]([C:28]([F:29])([F:30])[F:31])[CH:25]=[CH:24][N:23]=1)([CH3:35])[CH3:34], predict the reactants needed to synthesize it. The reactants are: [N:1]1[C:10]2[C:5](=[N:6][CH:7]=[CH:8][N:9]=2)[C:4]([NH:11][CH2:12][CH2:13][C:14]2[CH:15]=[CH:16][C:17]([O:21][C:22]3[CH:27]=[C:26]([C:28]([F:31])([F:30])[F:29])[CH:25]=[CH:24][N:23]=3)=[C:18]([OH:20])[CH:19]=2)=[N:3][CH:2]=1.I[CH:33]([CH3:35])[CH3:34].C([O-])([O-])=O.[K+].[K+]. (3) The reactants are: [C:1]([O:4][C:5]1[CH:15]=[CH:14][CH:13]=[CH:12][C:6]=1[C:7]([O:9][CH2:10]Cl)=[O:8])(=[O:3])[CH3:2].[N+:16]([O:19][CH:20]([CH2:27][O:28][N+:29]([O-:31])=[O:30])[CH2:21][CH2:22][CH2:23][C:24]([OH:26])=[O:25])([O-:18])=[O:17].CCN(CC)CC. Given the product [C:1]([O:4][C:5]1[CH:15]=[CH:14][CH:13]=[CH:12][C:6]=1[C:7]([O:9][CH2:10][O:26][C:24](=[O:25])[CH2:23][CH2:22][CH2:21][CH:20]([O:19][N+:16]([O-:18])=[O:17])[CH2:27][O:28][N+:29]([O-:31])=[O:30])=[O:8])(=[O:3])[CH3:2], predict the reactants needed to synthesize it. (4) Given the product [F:27][C:28]([F:33])([F:32])[C:29]([O-:31])=[O:30].[CH3:9][O:10][C:11]1[CH:16]=[CH:15][C:14]([I+:17][C:23]2[CH:24]=[CH:25][C:20]([O:19][CH3:18])=[CH:21][CH:22]=2)=[CH:13][CH:12]=1, predict the reactants needed to synthesize it. The reactants are: C([O-])(=O)C.C([O-])(=O)C.[CH3:9][O:10][C:11]1[CH:16]=[CH:15][C:14]([IH+:17])=[CH:13][CH:12]=1.[CH3:18][O:19][C:20]1[CH:25]=[CH:24][C:23]([IH+])=[CH:22][CH:21]=1.[F:27][C:28]([F:33])([F:32])[C:29]([OH:31])=[O:30].C1(OC)C=CC=CC=1. (5) Given the product [CH:1]1([CH:7]([NH:29][C:30]2[CH:31]=[CH:32][C:33]([C:36]([N:38]([CH3:46])[CH2:39][CH2:40][C:41]([OH:43])=[O:42])=[O:37])=[CH:34][CH:35]=2)[C:9]2[C:10]([O:25][CH:26]([CH3:27])[CH3:28])=[N:11][N:12]([C:14]3[CH:15]=[CH:16][C:17]([O:20][C:21]([F:24])([F:23])[F:22])=[CH:18][CH:19]=3)[CH:13]=2)[CH2:2][CH2:3][CH2:4][CH2:5][CH2:6]1, predict the reactants needed to synthesize it. The reactants are: [CH:1]1([CH:7]([C:9]2[C:10]([O:25][CH:26]([CH3:28])[CH3:27])=[N:11][N:12]([C:14]3[CH:19]=[CH:18][C:17]([O:20][C:21]([F:24])([F:23])[F:22])=[CH:16][CH:15]=3)[CH:13]=2)O)[CH2:6][CH2:5][CH2:4][CH2:3][CH2:2]1.[NH2:29][C:30]1[CH:35]=[CH:34][C:33]([C:36]([N:38]([CH3:46])[CH2:39][CH2:40][C:41]([O:43]CC)=[O:42])=[O:37])=[CH:32][CH:31]=1. (6) Given the product [O:1]1[CH2:6][CH2:5][O:4][C:3]2[CH:7]=[C:8]([C:11]3[C:12]([CH3:29])=[C:13]([CH:26]=[CH:27][CH:28]=3)[CH2:14][O:15][C:16]3[C:23]([F:24])=[CH:22][C:19]([CH:20]=[O:21])=[C:18]([CH:17]=3)[O:25][CH2:31][C:32]3[CH:33]=[N:34][CH:35]=[C:36]([CH:39]=3)[C:37]#[N:38])[CH:9]=[CH:10][C:2]1=2, predict the reactants needed to synthesize it. The reactants are: [O:1]1[CH2:6][CH2:5][O:4][C:3]2[CH:7]=[C:8]([C:11]3[C:12]([CH3:29])=[C:13]([CH:26]=[CH:27][CH:28]=3)[CH2:14][O:15][C:16]3[C:23]([F:24])=[CH:22][C:19]([CH:20]=[O:21])=[C:18]([OH:25])[CH:17]=3)[CH:9]=[CH:10][C:2]1=2.Cl[CH2:31][C:32]1[CH:33]=[N:34][CH:35]=[C:36]([CH:39]=1)[C:37]#[N:38].C([O-])([O-])=O.[Cs+].[Cs+].[Na+].[I-]. (7) Given the product [CH2:18]([N:15]1[CH2:16][CH2:17][CH:12]([NH:11][C:3](=[C:6]([C:9]#[N:10])[C:7]#[N:8])[NH:25][CH2:26][CH2:27][OH:28])[CH2:13][CH2:14]1)[C:19]1[CH:24]=[CH:23][CH:22]=[CH:21][CH:20]=1, predict the reactants needed to synthesize it. The reactants are: CS[C:3](=[C:6]([C:9]#[N:10])[C:7]#[N:8])SC.[NH2:11][CH:12]1[CH2:17][CH2:16][N:15]([CH2:18][C:19]2[CH:24]=[CH:23][CH:22]=[CH:21][CH:20]=2)[CH2:14][CH2:13]1.[NH2:25][CH2:26][CH2:27][OH:28]. (8) Given the product [Cl:37][C:38]1[CH:43]=[C:42]([NH:44][C:45](=[O:57])[C:46]2[CH:47]=[CH:48][C:49]([O:52][C:53]([F:54])([F:55])[F:56])=[CH:50][CH:51]=2)[CH:41]=[CH:40][C:39]=1[C:58]1[CH:66]=[C:65]2[C:61]([CH2:62][N:63]([C@@H:68]([CH:73]([CH3:75])[CH3:74])[C:69]([OH:71])=[O:70])[C:64]2=[O:67])=[CH:60][CH:59]=1, predict the reactants needed to synthesize it. The reactants are: C(C1C=CC(C(NC2C=CC(C3C=C4C(CN([C@@H](C(C)C)C(O)=O)C4=O)=CC=3)=NC=2)=O)=CC=1)(C)(C)C.[Cl:37][C:38]1[CH:43]=[C:42]([NH:44][C:45](=[O:57])[C:46]2[CH:51]=[CH:50][C:49]([O:52][C:53]([F:56])([F:55])[F:54])=[CH:48][CH:47]=2)[CH:41]=[CH:40][C:39]=1[C:58]1[CH:66]=[C:65]2[C:61]([CH2:62][N:63]([C@@H:68]([CH:73]([CH3:75])[CH3:74])[C:69]([O:71]C)=[O:70])[C:64]2=[O:67])=[CH:60][CH:59]=1.